Dataset: Full USPTO retrosynthesis dataset with 1.9M reactions from patents (1976-2016). Task: Predict the reactants needed to synthesize the given product. (1) Given the product [N+:21]([C:16]1[CH:17]=[CH:18][CH:19]=[CH:20][C:15]=1[NH:11][C:2]1[CH:3]=[CH:4][C:5]2[C:10](=[CH:9][CH:8]=[CH:7][CH:6]=2)[CH:1]=1)([O-:23])=[O:22], predict the reactants needed to synthesize it. The reactants are: [CH:1]1[C:10]2[C:5](=[CH:6][CH:7]=[CH:8][CH:9]=2)[CH:4]=[CH:3][C:2]=1[NH2:11].[H-].[Na+].F[C:15]1[CH:20]=[CH:19][CH:18]=[CH:17][C:16]=1[N+:21]([O-:23])=[O:22]. (2) Given the product [CH:13]([C:8]1[C:7]2[C:11](=[CH:12][C:4]([NH2:1])=[CH:5][CH:6]=2)[NH:10][CH:9]=1)([CH3:15])[CH3:14], predict the reactants needed to synthesize it. The reactants are: [N+:1]([C:4]1[CH:12]=[C:11]2[C:7]([CH:8]=[CH:9][NH:10]2)=[CH:6][CH:5]=1)([O-])=O.[CH:13](I)([CH3:15])[CH3:14]. (3) Given the product [CH3:1][O:2][CH2:3][O:4][C:5]1[C:6]([C:21]2[CH:26]=[CH:25][CH:24]=[CH:23][CH:22]=2)=[C:7]([CH2:15][C:16]([O:18][CH3:19])=[O:17])[CH:8]=[C:9]([O:11][CH2:12][O:13][CH3:14])[CH:10]=1, predict the reactants needed to synthesize it. The reactants are: [CH3:1][O:2][CH2:3][O:4][C:5]1[C:6](Br)=[C:7]([CH2:15][C:16]([O:18][CH3:19])=[O:17])[CH:8]=[C:9]([O:11][CH2:12][O:13][CH3:14])[CH:10]=1.[C:21]1(OB(O)O)[CH:26]=[CH:25][CH:24]=[CH:23][CH:22]=1.C(=O)([O-])[O-].[Cs+].[Cs+].